This data is from Forward reaction prediction with 1.9M reactions from USPTO patents (1976-2016). The task is: Predict the product of the given reaction. (1) Given the reactants [Cl:1][C:2]1[N:7]=[C:6]([NH:8][C:9]2[CH:10]=[C:11]([CH2:15][CH2:16][C:17]#[N:18])[CH:12]=[CH:13][CH:14]=2)[C:5]([Cl:19])=[CH:4][N:3]=1.[NH2:20][C:21]1[CH:34]=[CH:33][C:24]2[CH2:25][CH2:26][CH2:27][C:28](=[O:32])[N:29]([CH2:30][CH3:31])[C:23]=2[CH:22]=1, predict the reaction product. The product is: [Cl:19][C:5]1[C:6]([NH:8][C:9]2[CH:10]=[C:11]([CH2:15][CH2:16][C:17]#[N:18])[CH:12]=[CH:13][CH:14]=2)=[N:7][C:2]([NH:20][C:21]2[CH:34]=[CH:33][C:24]3[CH2:25][CH2:26][CH2:27][C:28](=[O:32])[N:29]([CH2:30][CH3:31])[C:23]=3[CH:22]=2)=[N:3][CH:4]=1.[Cl:1][C:2]1[N:7]=[C:6]([NH:8][C:9]2[CH:10]=[C:11]([CH2:15][CH2:16][C:17]#[N:18])[CH:12]=[CH:13][CH:14]=2)[C:5]([Cl:19])=[CH:4][N:3]=1. (2) Given the reactants Br[CH2:2][C:3]1[N:4]=[CH:5][C:6]([C:9]([OH:11])=[O:10])=[N:7][CH:8]=1.[N-:12]=[N+:13]=[N-:14].[Na+], predict the reaction product. The product is: [N:12]([CH2:2][C:3]1[N:4]=[CH:5][C:6]([C:9]([OH:11])=[O:10])=[N:7][CH:8]=1)=[N+:13]=[N-:14]. (3) Given the reactants O1CCCC1.CS(C)=O.[O:10]1[CH:14]=[CH:13][CH:12]=[C:11]1[CH2:15][CH2:16][C:17]1[CH:22]=[CH:21][C:20](/[CH:23]=[CH:24]/[N+:25]([O-:27])=[O:26])=[CH:19][CH:18]=1.C(O)(=O)C.[BH4-].[Na+], predict the reaction product. The product is: [O:10]1[CH:14]=[CH:13][CH:12]=[C:11]1[CH2:15][CH2:16][C:17]1[CH:22]=[CH:21][C:20]([CH2:23][CH2:24][N+:25]([O-:27])=[O:26])=[CH:19][CH:18]=1. (4) Given the reactants [CH3:1][N:2]([CH3:14])[C:3]1[CH:13]=[CH:12][CH:11]=[C:5]2[C:6]([O:8][C:9](=[O:10])[C:4]=12)=O.Cl.[NH2:16][CH:17]1[CH2:22][CH2:21][C:20](=[O:23])[NH:19][C:18]1=[O:24].C([O-])(=O)C.[Na+], predict the reaction product. The product is: [CH3:14][N:2]([CH3:1])[C:3]1[CH:13]=[CH:12][CH:11]=[C:5]2[C:4]=1[C:9](=[O:10])[N:16]([CH:17]1[CH2:22][CH2:21][C:20](=[O:23])[NH:19][C:18]1=[O:24])[C:6]2=[O:8]. (5) Given the reactants [CH3:1][C:2]1([CH3:22])[C@H:7]2[CH2:8][C@@H:3]1[CH2:4][CH2:5][C@H:6]2[CH2:9][NH:10][C:11]1[N:21]=[CH:20][CH:19]=[CH:18][C:12]=1[C:13]([O:15][CH2:16]C)=[O:14].C(C(CC)CNC1N=CC=CC=1C(OCC)=[O:31])C, predict the reaction product. The product is: [CH3:22][C:2]1([CH3:1])[C@H:7]2[CH2:8][C@@H:3]1[CH2:4][CH2:5][C@H:6]2[CH2:9][N:10]1[C:11]2[N:21]=[CH:20][CH:19]=[CH:18][C:12]=2[C:13](=[O:14])[O:15][C:16]1=[O:31]. (6) Given the reactants [NH:1]1[CH2:6][CH2:5][C:4]2([O:11][C:10]3[C:12]4[C:17]([C:18](=[O:21])[C:19](=[O:20])[C:9]=3[S:8][CH2:7]2)=[CH:16][CH:15]=[CH:14][CH:13]=4)[CH2:3][CH2:2]1.[CH3:22][C:23]1[CH:24]=[C:25]([CH:29]=[CH:30][CH:31]=1)[C:26](Cl)=[O:27], predict the reaction product. The product is: [CH3:22][C:23]1[CH:24]=[C:25]([CH:29]=[CH:30][CH:31]=1)[C:26]([N:1]1[CH2:2][CH2:3][C:4]2([O:11][C:10]3[C:12]4[C:17]([C:18](=[O:21])[C:19](=[O:20])[C:9]=3[S:8][CH2:7]2)=[CH:16][CH:15]=[CH:14][CH:13]=4)[CH2:5][CH2:6]1)=[O:27]. (7) Given the reactants [OH:1][C@H:2]([C@H:6]([CH3:10])[C:7]([OH:9])=[O:8])[C:3]([OH:5])=[O:4].CO[C:13](OC)([CH3:15])[CH3:14], predict the reaction product. The product is: [CH3:14][C:13]1([CH3:15])[O:1][C@H:2]([C@H:6]([CH3:10])[C:7]([OH:9])=[O:8])[C:3](=[O:5])[O:4]1. (8) Given the reactants [H-].[Na+].[Cl:3][C:4]1[C:5]([N:12]2[CH:17]3[CH2:18][CH2:19][CH:13]2[CH2:14][C:15](=[N:20][OH:21])[CH2:16]3)=[N:6][CH:7]=[N:8][C:9]=1[CH2:10][CH3:11].[Br:22][C:23]1[CH:30]=[CH:29][C:26]([CH2:27]Br)=[C:25]([F:31])[CH:24]=1.[Cl-].[NH4+], predict the reaction product. The product is: [Br:22][C:23]1[CH:30]=[CH:29][C:26]([CH2:27][O:21][N:20]=[C:15]2[CH2:14][CH:13]3[N:12]([C:5]4[C:4]([Cl:3])=[C:9]([CH2:10][CH3:11])[N:8]=[CH:7][N:6]=4)[CH:17]([CH2:18][CH2:19]3)[CH2:16]2)=[C:25]([F:31])[CH:24]=1.